From a dataset of NCI-60 drug combinations with 297,098 pairs across 59 cell lines. Regression. Given two drug SMILES strings and cell line genomic features, predict the synergy score measuring deviation from expected non-interaction effect. (1) Drug 1: CC1OCC2C(O1)C(C(C(O2)OC3C4COC(=O)C4C(C5=CC6=C(C=C35)OCO6)C7=CC(=C(C(=C7)OC)O)OC)O)O. Drug 2: C1=NC2=C(N1)C(=S)N=CN2. Cell line: ACHN. Synergy scores: CSS=58.3, Synergy_ZIP=-1.32, Synergy_Bliss=-1.30, Synergy_Loewe=-4.87, Synergy_HSA=0.983. (2) Drug 1: CN1C2=C(C=C(C=C2)N(CCCl)CCCl)N=C1CCCC(=O)O.Cl. Drug 2: CN(CCCl)CCCl.Cl. Cell line: OVCAR-8. Synergy scores: CSS=-1.91, Synergy_ZIP=0.361, Synergy_Bliss=-0.0907, Synergy_Loewe=-13.0, Synergy_HSA=-6.03. (3) Drug 1: CC1C(C(CC(O1)OC2CC(OC(C2O)C)OC3=CC4=CC5=C(C(=O)C(C(C5)C(C(=O)C(C(C)O)O)OC)OC6CC(C(C(O6)C)O)OC7CC(C(C(O7)C)O)OC8CC(C(C(O8)C)O)(C)O)C(=C4C(=C3C)O)O)O)O. Drug 2: CN(C(=O)NC(C=O)C(C(C(CO)O)O)O)N=O. Cell line: HL-60(TB). Synergy scores: CSS=28.6, Synergy_ZIP=-1.04, Synergy_Bliss=-1.00, Synergy_Loewe=-32.3, Synergy_HSA=-0.531.